From a dataset of Peptide-MHC class II binding affinity with 134,281 pairs from IEDB. Regression. Given a peptide amino acid sequence and an MHC pseudo amino acid sequence, predict their binding affinity value. This is MHC class II binding data. (1) The peptide sequence is FEAMYLGTCQTLTPM. The MHC is DRB3_0202 with pseudo-sequence DRB3_0202. The binding affinity (normalized) is 0.181. (2) The MHC is DRB1_0701 with pseudo-sequence DRB1_0701. The peptide sequence is WKQWLSLKNLTQGSL. The binding affinity (normalized) is 0. (3) The peptide sequence is PSAEFRRTAPPSLYG. The MHC is DRB1_0404 with pseudo-sequence DRB1_0404. The binding affinity (normalized) is 0.613. (4) The peptide sequence is DVKFPGGGQIVGGVYLLPRR. The MHC is HLA-DQA10501-DQB10201 with pseudo-sequence HLA-DQA10501-DQB10201. The binding affinity (normalized) is 0.537. (5) The peptide sequence is YLGFVQDAATYAVTT. The MHC is DRB4_0101 with pseudo-sequence DRB4_0103. The binding affinity (normalized) is 0.291. (6) The peptide sequence is VKGDPVGILYAVFKA. The MHC is DRB4_0101 with pseudo-sequence DRB4_0103. The binding affinity (normalized) is 0.320. (7) The peptide sequence is SRSFLKHSLLRTQRL. The MHC is DRB1_0101 with pseudo-sequence DRB1_0101. The binding affinity (normalized) is 0.457. (8) The peptide sequence is FKTFEAAFTSSSKAA. The MHC is HLA-DQA10301-DQB10302 with pseudo-sequence HLA-DQA10301-DQB10302. The binding affinity (normalized) is 0.264. (9) The peptide sequence is NSQDHGWDLNAASAY. The MHC is HLA-DQA10401-DQB10402 with pseudo-sequence HLA-DQA10401-DQB10402. The binding affinity (normalized) is 0.413. (10) The peptide sequence is VSAISQTEVKEEGKE. The MHC is DRB1_0801 with pseudo-sequence DRB1_0801. The binding affinity (normalized) is 0.227.